This data is from NCI-60 drug combinations with 297,098 pairs across 59 cell lines. The task is: Regression. Given two drug SMILES strings and cell line genomic features, predict the synergy score measuring deviation from expected non-interaction effect. (1) Drug 1: C1CCC(C1)C(CC#N)N2C=C(C=N2)C3=C4C=CNC4=NC=N3. Drug 2: C1CN1P(=S)(N2CC2)N3CC3. Cell line: OVCAR3. Synergy scores: CSS=-7.29, Synergy_ZIP=1.10, Synergy_Bliss=-3.80, Synergy_Loewe=-9.71, Synergy_HSA=-7.93. (2) Drug 1: CC1=C(C=C(C=C1)NC2=NC=CC(=N2)N(C)C3=CC4=NN(C(=C4C=C3)C)C)S(=O)(=O)N.Cl. Drug 2: CC1=C(C=C(C=C1)C(=O)NC2=CC(=CC(=C2)C(F)(F)F)N3C=C(N=C3)C)NC4=NC=CC(=N4)C5=CN=CC=C5. Cell line: SF-295. Synergy scores: CSS=3.25, Synergy_ZIP=-2.42, Synergy_Bliss=-3.68, Synergy_Loewe=-1.69, Synergy_HSA=-1.99.